This data is from Full USPTO retrosynthesis dataset with 1.9M reactions from patents (1976-2016). The task is: Predict the reactants needed to synthesize the given product. (1) Given the product [Br:1][C:2]1[CH:3]=[C:4]([CH:7]=[CH:8][C:9]=1[Cl:10])[CH2:5][NH:16][CH2:15][CH:14]([O:17][CH2:18][CH3:19])[O:13][CH2:11][CH3:12], predict the reactants needed to synthesize it. The reactants are: [Br:1][C:2]1[CH:3]=[C:4]([CH:7]=[CH:8][C:9]=1[Cl:10])[CH:5]=O.[CH2:11]([O:13][CH:14]([O:17][CH2:18][CH3:19])[CH2:15][NH2:16])[CH3:12].CC(O)=O.[BH3-]C#N.[Na+]. (2) Given the product [CH3:34][O:33][C:32](=[O:35])[NH:31][C@H:3]([C:4]([N:5]1[CH2:9][CH2:8][CH2:7][C@H:6]1[C:10]1[NH:11][C:12]([C:15]2[CH:16]=[CH:17][C:18]([C:58]3[CH:59]=[CH:60][C:55]([NH:54][C:52]([NH:51][C:49]([C@@H:45]4[CH2:46][CH2:47][CH2:48][N:44]4[C:42](=[O:43])[C@H:41]([NH:40][C:39]([O:38][CH3:37])=[O:68])[C:62]4[CH:67]=[CH:66][CH:65]=[CH:64][CH:63]=4)=[O:50])=[O:53])=[CH:56][N:57]=3)=[CH:19][CH:20]=2)=[CH:13][N:14]=1)=[O:30])[CH:2]([CH3:36])[CH3:1], predict the reactants needed to synthesize it. The reactants are: [CH3:1][CH:2]([CH3:36])[C@H:3]([NH:31][C:32](=[O:35])[O:33][CH3:34])[C:4](=[O:30])[N:5]1[CH2:9][CH2:8][CH2:7][C@H:6]1[C:10]1[NH:11][C:12]([C:15]2[CH:20]=[CH:19][C:18](B3OC(C)(C)C(C)(C)O3)=[CH:17][CH:16]=2)=[CH:13][N:14]=1.[CH3:37][O:38][C:39](=[O:68])[NH:40][C@H:41]([C:62]1[CH:67]=[CH:66][CH:65]=[CH:64][CH:63]=1)[C:42]([N:44]1[CH2:48][CH2:47][CH2:46][C@H:45]1[C:49]([NH:51][C:52]([NH:54][C:55]1[CH:56]=[N:57][C:58](Br)=[CH:59][CH:60]=1)=[O:53])=[O:50])=[O:43].C(=O)(O)[O-].[Na+]. (3) Given the product [Cl:17][C:9]1[CH2:10][C:11](=[O:28])[CH2:12][C:13]2[C:8]=1[CH:7]=[C:6]1[C:15](=[C:2]3[CH:25]=[N:21][N:29]=[C:3]3[CH:4]=[CH:5]1)[CH:14]=2, predict the reactants needed to synthesize it. The reactants are: Cl[C:2]1[C:15]2[C:14](=O)[C:13]3[C:8](=[C:9]([Cl:17])[CH:10]=[CH:11][CH:12]=3)[C:7](=O)[C:6]=2[CH:5]=[CH:4][CH:3]=1.CC[N:21]([CH:25](C)C)C(C)C.[OH2:28].[NH2:29]N.